Dataset: Forward reaction prediction with 1.9M reactions from USPTO patents (1976-2016). Task: Predict the product of the given reaction. (1) Given the reactants COC1C=CC(N2CCN(CCC3C=CC=CC=3)CC2)=CC=1C.C[O:25][C:26]1[CH:27]=[CH:28][C:29]([N:34]2[CH2:39][CH2:38][CH:37]([C:40]3[CH:45]=[CH:44][CH:43]=[CH:42][CH:41]=3)[CH2:36][CH2:35]2)=[C:30]([CH:33]=1)[C:31]#[N:32], predict the reaction product. The product is: [OH:25][C:26]1[CH:27]=[CH:28][C:29]([N:34]2[CH2:39][CH2:38][CH:37]([C:40]3[CH:41]=[CH:42][CH:43]=[CH:44][CH:45]=3)[CH2:36][CH2:35]2)=[C:30]([CH:33]=1)[C:31]#[N:32]. (2) The product is: [CH3:1][O:2][C:3]1[N:8]=[C:7]([CH2:9][CH:10]2[NH:11][CH2:12][CH2:13][N:14]([S:28]([C:24]3[S:23][CH:27]=[CH:26][CH:25]=3)(=[O:30])=[O:29])[CH2:15]2)[CH:6]=[CH:5][CH:4]=1. Given the reactants [CH3:1][O:2][C:3]1[N:8]=[C:7]([CH2:9][CH:10]2[CH2:15][NH:14][CH2:13][CH2:12][NH:11]2)[CH:6]=[CH:5][CH:4]=1.C(N(CC)CC)C.[S:23]1[CH:27]=[CH:26][CH:25]=[C:24]1[S:28](Cl)(=[O:30])=[O:29].C(Cl)Cl, predict the reaction product. (3) Given the reactants Br[C:2]1[C:3]([CH3:12])=[CH:4][CH:5]=[C:6]2[C:11]=1[N:10]=[CH:9][CH:8]=[CH:7]2.[CH3:13][N:14]1CCCC1=O, predict the reaction product. The product is: [C:13]([C:2]1[C:3]([CH3:12])=[CH:4][CH:5]=[C:6]2[C:11]=1[N:10]=[CH:9][CH:8]=[CH:7]2)#[N:14]. (4) Given the reactants [CH3:1][NH:2][C:3]([C:5]1[C:6]2[CH:16]=[CH:15][C:14]([O:17]C)=[CH:13][C:7]=2[O:8][C:9]=1[CH:10]([CH3:12])[CH3:11])=[O:4].B(Br)(Br)Br, predict the reaction product. The product is: [CH3:1][NH:2][C:3]([C:5]1[C:6]2[CH:16]=[CH:15][C:14]([OH:17])=[CH:13][C:7]=2[O:8][C:9]=1[CH:10]([CH3:12])[CH3:11])=[O:4]. (5) Given the reactants [Br:1][C:2]1[CH:3]=[N:4][C:5](Cl)=[N:6][CH:7]=1.[N:9]1([C:15]([O:17][C:18]([CH3:21])([CH3:20])[CH3:19])=[O:16])[CH2:14][CH2:13][NH:12][CH2:11][CH2:10]1, predict the reaction product. The product is: [Br:1][C:2]1[CH:3]=[N:4][C:5]([N:12]2[CH2:11][CH2:10][N:9]([C:15]([O:17][C:18]([CH3:21])([CH3:20])[CH3:19])=[O:16])[CH2:14][CH2:13]2)=[N:6][CH:7]=1. (6) Given the reactants [Cl:1][C:2]1[C:3]([OH:43])=[C:4]([S:9]([N:12]([CH2:27][C:28]2[CH:29]=[C:30]([CH:40]=[CH:41][CH:42]=2)[CH2:31][NH:32]C(=O)OC(C)(C)C)[CH2:13][C:14]2[CH:19]=[CH:18][C:17]([C:20]3[CH:25]=[CH:24][C:23]([F:26])=[CH:22][CH:21]=3)=[CH:16][CH:15]=2)(=[O:11])=[O:10])[CH:5]=[C:6]([Cl:8])[CH:7]=1.FC(F)(F)C(O)=O, predict the reaction product. The product is: [NH2:32][CH2:31][C:30]1[CH:29]=[C:28]([CH:42]=[CH:41][CH:40]=1)[CH2:27][N:12]([CH2:13][C:14]1[CH:19]=[CH:18][C:17]([C:20]2[CH:25]=[CH:24][C:23]([F:26])=[CH:22][CH:21]=2)=[CH:16][CH:15]=1)[S:9]([C:4]1[CH:5]=[C:6]([Cl:8])[CH:7]=[C:2]([Cl:1])[C:3]=1[OH:43])(=[O:11])=[O:10]. (7) The product is: [Cl:16][C:17]1[N:22]=[C:21]([C:23]([NH:29][C:30]2[C:31]([CH3:41])=[C:32]([CH:37]=[CH:38][C:39]=2[CH3:40])[C:33]([O:35][CH3:36])=[O:34])=[O:25])[C:20]([CH3:26])=[CH:19][CH:18]=1. Given the reactants C1N(P(Cl)(N2C(=O)OCC2)=O)C(=O)OC1.[Cl:16][C:17]1[N:22]=[C:21]([C:23]([O-:25])=O)[C:20]([CH3:26])=[CH:19][CH:18]=1.[K+].Cl.[NH2:29][C:30]1[C:31]([CH3:41])=[C:32]([CH:37]=[CH:38][C:39]=1[CH3:40])[C:33]([O:35][CH3:36])=[O:34].C(N(C(C)C)CC)(C)C, predict the reaction product. (8) The product is: [N+:17]([C:7]1[CH:8]=[C:3]([C:2]([F:1])([F:10])[F:11])[C:4](=[O:9])[NH:5][CH:6]=1)([O-:19])=[O:18]. Given the reactants [F:1][C:2]([F:11])([F:10])[C:3]1[C:4](=[O:9])[NH:5][CH:6]=[CH:7][CH:8]=1.S(=O)(=O)(O)O.[N+:17]([O-])([OH:19])=[O:18], predict the reaction product. (9) Given the reactants [CH3:1][N:2]1[CH:6]=[C:5]([C:7]2[C:11]([CH3:12])=[C:10]([NH:13][C:14](=[O:22])OC3C=CC=CC=3)[N:9]([C:23]3[CH:28]=[CH:27][CH:26]=[CH:25][CH:24]=3)[N:8]=2)[CH:4]=[N:3]1.C1(C2C=CC(COC)=CC=2CN)CC1.[CH:43]1([O:47][C:48]2[CH:53]=[CH:52][C:51]([CH2:54][O:55][CH3:56])=[CH:50][C:49]=2[CH2:57][NH2:58])[CH2:46][CH2:45][CH2:44]1, predict the reaction product. The product is: [CH:43]1([O:47][C:48]2[CH:53]=[CH:52][C:51]([CH2:54][O:55][CH3:56])=[CH:50][C:49]=2[CH2:57][NH:58][C:14]([NH:13][C:10]2[N:9]([C:23]3[CH:24]=[CH:25][CH:26]=[CH:27][CH:28]=3)[N:8]=[C:7]([C:5]3[CH:4]=[N:3][N:2]([CH3:1])[CH:6]=3)[C:11]=2[CH3:12])=[O:22])[CH2:46][CH2:45][CH2:44]1. (10) The product is: [F:13][C:10]([F:11])([F:12])[C:8]([NH:33][C:31]1[N:23]=[C:24]2[CH:25]=[CH:26][C:27]([C:34]([F:37])([F:36])[F:35])=[N:28][N:29]2[CH:30]=1)=[O:9]. Given the reactants [C:8](O[C:8]([C:10]([F:13])([F:12])[F:11])=[O:9])([C:10]([F:13])([F:12])[F:11])=[O:9].C1(C)C=CC(S([N:23]=[C:24]2[N:29]([CH2:30][C:31]([NH2:33])=O)[N:28]=[C:27]([C:34]([F:37])([F:36])[F:35])[CH:26]=[CH:25]2)(=O)=O)=CC=1, predict the reaction product.